From a dataset of NCI-60 drug combinations with 297,098 pairs across 59 cell lines. Regression. Given two drug SMILES strings and cell line genomic features, predict the synergy score measuring deviation from expected non-interaction effect. (1) Drug 1: C1=CN(C(=O)N=C1N)C2C(C(C(O2)CO)O)O.Cl. Drug 2: CCC(=C(C1=CC=CC=C1)C2=CC=C(C=C2)OCCN(C)C)C3=CC=CC=C3.C(C(=O)O)C(CC(=O)O)(C(=O)O)O. Cell line: HOP-62. Synergy scores: CSS=43.7, Synergy_ZIP=3.65, Synergy_Bliss=2.58, Synergy_Loewe=-26.7, Synergy_HSA=-1.19. (2) Drug 1: C1=NC2=C(N=C(N=C2N1C3C(C(C(O3)CO)O)O)F)N. Drug 2: C1CN1C2=NC(=NC(=N2)N3CC3)N4CC4. Cell line: HT29. Synergy scores: CSS=23.2, Synergy_ZIP=-0.622, Synergy_Bliss=5.80, Synergy_Loewe=-9.60, Synergy_HSA=-0.508. (3) Drug 1: CC1=C(C(CCC1)(C)C)C=CC(=CC=CC(=CC(=O)O)C)C. Drug 2: CC=C1C(=O)NC(C(=O)OC2CC(=O)NC(C(=O)NC(CSSCCC=C2)C(=O)N1)C(C)C)C(C)C. Cell line: OVCAR-5. Synergy scores: CSS=41.0, Synergy_ZIP=5.38, Synergy_Bliss=6.80, Synergy_Loewe=-69.3, Synergy_HSA=-3.65. (4) Synergy scores: CSS=-35.3, Synergy_ZIP=10.9, Synergy_Bliss=-3.83, Synergy_Loewe=-10.7, Synergy_HSA=-18.6. Drug 2: CS(=O)(=O)CCNCC1=CC=C(O1)C2=CC3=C(C=C2)N=CN=C3NC4=CC(=C(C=C4)OCC5=CC(=CC=C5)F)Cl. Cell line: HL-60(TB). Drug 1: C1CCC(C1)C(CC#N)N2C=C(C=N2)C3=C4C=CNC4=NC=N3. (5) Drug 1: C1=NC2=C(N=C(N=C2N1C3C(C(C(O3)CO)O)O)F)N. Drug 2: CS(=O)(=O)CCNCC1=CC=C(O1)C2=CC3=C(C=C2)N=CN=C3NC4=CC(=C(C=C4)OCC5=CC(=CC=C5)F)Cl. Cell line: MOLT-4. Synergy scores: CSS=36.3, Synergy_ZIP=-1.65, Synergy_Bliss=1.97, Synergy_Loewe=1.34, Synergy_HSA=2.07. (6) Drug 1: C(CC(=O)O)C(=O)CN.Cl. Drug 2: C1CC(=O)NC(=O)C1N2C(=O)C3=CC=CC=C3C2=O. Cell line: UACC-257. Synergy scores: CSS=7.58, Synergy_ZIP=-0.443, Synergy_Bliss=3.25, Synergy_Loewe=2.52, Synergy_HSA=2.53.